This data is from Catalyst prediction with 721,799 reactions and 888 catalyst types from USPTO. The task is: Predict which catalyst facilitates the given reaction. (1) Reactant: [Br:1][C:2]1[CH:11]=[C:10]([CH2:12]Br)[CH:9]=[CH:8][C:3]=1[C:4]([O:6][CH3:7])=[O:5].[C-:14]#[N:15].[Na+].C(OC)(C)(C)C. Product: [Br:1][C:2]1[CH:11]=[C:10]([CH2:12][C:14]#[N:15])[CH:9]=[CH:8][C:3]=1[C:4]([O:6][CH3:7])=[O:5]. The catalyst class is: 88. (2) Reactant: [Cl:1][C:2]1[CH:33]=[CH:32][CH:31]=[C:30]([Cl:34])[C:3]=1[C:4]([NH:6][CH:7]([CH2:11][C:12]1[CH:13]=[C:14]2[C:19](=[CH:20][CH:21]=1)[N:18]=[C:17]([C:22]1[C:27]([Cl:28])=[CH:26][CH:25]=[CH:24][C:23]=1[Cl:29])[CH:16]=[CH:15]2)[C:8](O)=[O:9])=[O:5].CC[N:37](CC)CC.N. Product: [NH2:37][C:8](=[O:9])[CH:7]([NH:6][C:4](=[O:5])[C:3]1[C:30]([Cl:34])=[CH:31][CH:32]=[CH:33][C:2]=1[Cl:1])[CH2:11][C:12]1[CH:13]=[C:14]2[C:19](=[CH:20][CH:21]=1)[N:18]=[C:17]([C:22]1[C:23]([Cl:29])=[CH:24][CH:25]=[CH:26][C:27]=1[Cl:28])[CH:16]=[CH:15]2. The catalyst class is: 1. (3) Reactant: [CH3:1][N:2]1[C:6]([C:7]2[CH:8]=[C:9]([CH:11]=[CH:12][CH:13]=2)[NH2:10])=[CH:5][N:4]=[CH:3]1.Cl[C:15]1[C:24]2[C:19](=[CH:20][CH:21]=[CH:22][CH:23]=2)[CH:18]=[CH:17][N:16]=1. Product: [CH3:1][N:2]1[C:6]([C:7]2[CH:8]=[C:9]([NH:10][C:15]3[C:24]4[C:19](=[CH:20][CH:21]=[CH:22][CH:23]=4)[CH:18]=[CH:17][N:16]=3)[CH:11]=[CH:12][CH:13]=2)=[CH:5][N:4]=[CH:3]1. The catalyst class is: 4. (4) Reactant: [H-].[Na+].[NH:3]1[CH:7]=[CH:6][C:5]([N:8]2C(=O)C3C(=CC=CC=3)C2=O)=[N:4]1.Cl[CH2:20][C:21]1[CH:22]=[N:23][CH:24]=[CH:25][CH:26]=1. Product: [N:23]1[CH:24]=[CH:25][CH:26]=[C:21]([CH2:20][N:3]2[CH:7]=[CH:6][C:5]([NH2:8])=[N:4]2)[CH:22]=1. The catalyst class is: 3. (5) The catalyst class is: 91. Product: [CH2:1]([O:3][C:4]([CH:6]1[CH:11]([NH:12][C:28]([O:27][C:24]([CH3:26])([CH3:25])[CH3:23])=[O:29])[CH2:10][CH2:9][N:8]([C:13]2[CH:18]=[CH:17][C:16]([O:19][CH3:20])=[C:15]([O:21][CH3:22])[CH:14]=2)[CH2:7]1)=[O:5])[CH3:2]. Reactant: [CH2:1]([O:3][C:4]([CH:6]1[CH:11]([NH2:12])[CH2:10][CH2:9][N:8]([C:13]2[CH:18]=[CH:17][C:16]([O:19][CH3:20])=[C:15]([O:21][CH3:22])[CH:14]=2)[CH2:7]1)=[O:5])[CH3:2].[CH3:23][C:24]([O:27][C:28](O[C:28]([O:27][C:24]([CH3:26])([CH3:25])[CH3:23])=[O:29])=[O:29])([CH3:26])[CH3:25]. (6) The catalyst class is: 15. Reactant: [I:1][C:2]1[CH:3]=[C:4]2[C:8](=[CH:9][CH:10]=1)[NH:7][C:6](=[O:11])[C:5]2=O.C(O)(C(F)(F)F)=O.[CH3:20][O:21][C:22](=[O:52])[CH2:23][CH2:24][C:25]1[CH:30]=[CH:29][C:28]([S:31]([NH:34][C:35]2[CH:51]=[CH:50][C:38]([C:39]([NH:41][NH:42]C(OC(C)(C)C)=O)=[O:40])=[CH:37][CH:36]=2)(=[O:33])=[O:32])=[CH:27][CH:26]=1. Product: [I:1][C:2]1[CH:3]=[C:4]2[C:8](=[CH:9][CH:10]=1)[NH:7][C:6](=[O:11])[C:5]2=[N:42][NH:41][C:39]([C:38]1[CH:37]=[CH:36][C:35]([NH:34][S:31]([C:28]2[CH:29]=[CH:30][C:25]([CH2:24][CH2:23][C:22]([O:21][CH3:20])=[O:52])=[CH:26][CH:27]=2)(=[O:33])=[O:32])=[CH:51][CH:50]=1)=[O:40].